This data is from Experimentally validated miRNA-target interactions with 360,000+ pairs, plus equal number of negative samples. The task is: Binary Classification. Given a miRNA mature sequence and a target amino acid sequence, predict their likelihood of interaction. (1) The miRNA is mmu-miR-466n-3p with sequence UAUACAUGAGAGCAUACAUAGA. The protein sequence of the target gene is MDSPSQHGSHTSLVVIQPPAVEGRQRLDYDRDTQPATILSLDQIKAIRGSNEYTEGPSVARRPAPRTAPRPEKQERTHEIIPANVNSSYEHRPASHPGNARGSVLSRSTSTGSAASSGSSSSVSSEQGLLGRSPPTRPIPGHRSDRVIRTQPKQLLVEDLKASLKEDPTQHKFICEQCGKCKCGECTAPRALPSCLACDRQCLCSAESMVEYGTCMCLVKGIFYHCSNDDDGGSYSDNPCSCSQSHCCSRYLCMGALSLCLPCLLCYPPAKGCLKLCRGCYDWTHRPGCRCRNSNTVYCK.... Result: 1 (interaction). (2) The miRNA is hsa-miR-4703-3p with sequence UGUAGUUGUAUUGUAUUGCCAC. The protein sequence of the target gene is MDKALKEVFDYSYRDYILSWYGNLSRDEGQLYHLLLEDFWEIARQLHHRLSHVDVVKVVCNDVVRTLLTHFCDLKAANARHEEQPRPFVLHACLRNSDDEVRFLQTCSRVLVFCLLPSKDVQSLSLRIMLAEILTTKVLKPVVELLSNPDYINQMLLAQLAYREQMNEHHKRAYTYAPSYEDFIKLINSNSDVEFLKQLRYQIVVEIIQATTISSFPQLKRHKGKETAAMKADLLRARNMKRYINQLTVAKKQCEKRIRILGGPAYDQQEDGALDEGEGPQSQKILQFEDILANTFYREH.... Result: 0 (no interaction). (3) The miRNA is hsa-miR-6763-5p with sequence CUGGGGAGUGGCUGGGGAG. The protein sequence of the target gene is MAPLRALLSYLLPLHCALCAAAGSRTPELHLSGKLSDYGVTVPCSTDFRGRFLSHVVSGPAAASAGSMVVDTPPTLPRHSSHLRVARSPLHPGGTLWPGRVGRHSLYFNVTVFGKELHLRLRPNRRLVVPGSSVEWQEDFRELFRQPLRQECVYTGGVTGMPGAAVAISNCDGLAGLIRTDSTDFFIEPLERGQQEKEASGRTHVVYRREAVQQEWAEPDGDLHNEAFGLGDLPNLLGLVGDQLGDTERKRRHAKPGSYSIEVLLVVDDSVVRFHGKEHVQNYVLTLMNIVDEIYHDESL.... Result: 1 (interaction). (4) The miRNA is cel-miR-790-5p with sequence CUUGGCACUCGCGAACACCGCG. The protein sequence of the target gene is MAASERLYELWLLYYAQKDLGYLQQWLKAFVGAFKKSISLSSLEPRRPEEAGAEVPLLPLDELHVLAEQLHQADLEQALLLLKLFIILCRNLENIEAGRGQVLVPRVLALLTKLVAELKGCPPPQGRGTQLENVALHALLLCEGLFDPYQTWRRQRSGEVISSKEKSKYKFPPAALPQEFSAFFQESLQNADHLPPILLLRLIHLFCAVLAGGKENGQMAVSDGSVKGLLSVVRGWSRGPAPDPCLVPLALEALVGAVHVLHASRAPPRGPELRALLESYFHVLNADWPAGLSSGPEEAL.... Result: 0 (no interaction). (5) The miRNA is mmu-miR-674-5p with sequence GCACUGAGAUGGGAGUGGUGUA. The protein sequence of the target gene is MTTTVATDYDNIEIQQQYSDVNNRWDVDDWDNENSSARLFERSRIKALADEREAVQKKTFTKWVNSHLARVSCRITDLYTDLRDGRMLIKLLEVLSGERLPKPTKGRMRIHCLENVDKALQFLKEQRVHLENMGSHDIVDGNHRLTLGLIWTIILRFQIQDISVETEDNKEKKSAKDALLLWCQMKTAGYPNVNIHNFTTSWRDGMAFNALIHKHRPDLIDFDKLKKSNAHYNLQNAFNLAEQHLGLTKLLDPEDISVDHPDEKSIITYVVTYYHYFSKMKALAVEGKRIGKVLDNAIET.... Result: 0 (no interaction). (6) The miRNA is hsa-miR-4463 with sequence GAGACUGGGGUGGGGCC. The protein sequence of the target gene is MAGDVGGRSCTDSELLLHPELLSQEFLLLTLEQKNIAVETDVRVNKDSLTDLYVQHAIPLPQRDLPKNRWGKMMEKKREQHEIKNETKRSSTVDGLRKRPLIVFDGSSTSTSIKVKKTENGDNDRLKPPPQASFTSNAFRKLSNSSSSVSPLILSSNLPVNNKTEHNNNDAKQNHDLTHRKSPSGPVKSPPLSPVGTTPVKLKRAAPKEEAEAMNNLKPPQAKRKIQHVTWP. Result: 0 (no interaction).